Dataset: Forward reaction prediction with 1.9M reactions from USPTO patents (1976-2016). Task: Predict the product of the given reaction. (1) Given the reactants [C:1]1(=[O:7])[CH2:6][CH2:5][CH2:4][CH2:3][CH2:2]1.[C:8](=O)([O:12]CC)[O:9][CH2:10][CH3:11].[H-].[Na+], predict the reaction product. The product is: [O:7]=[C:1]1[CH2:6][CH2:5][CH2:4][CH2:3][CH:2]1[C:8]([O:9][CH2:10][CH3:11])=[O:12]. (2) Given the reactants [CH2:1]([O:8][C:9]1[CH:10]=[C:11]2[C:16](=[CH:17][CH:18]=1)[C:15](=[O:19])[N:14]([CH2:20][CH:21]([CH3:23])[CH3:22])[C:13]([C:24](O)=[O:25])=[C:12]2[C:27]1[CH:32]=[CH:31][C:30]([Cl:33])=[CH:29][CH:28]=1)[C:2]1[CH:7]=[CH:6][CH:5]=[CH:4][CH:3]=1.C(Cl)(=O)C(Cl)=O.[BH4-].[Na+].Cl, predict the reaction product. The product is: [CH2:1]([O:8][C:9]1[CH:10]=[C:11]2[C:16](=[CH:17][CH:18]=1)[C:15](=[O:19])[N:14]([CH2:20][CH:21]([CH3:22])[CH3:23])[C:13]([CH2:24][OH:25])=[C:12]2[C:27]1[CH:28]=[CH:29][C:30]([Cl:33])=[CH:31][CH:32]=1)[C:2]1[CH:3]=[CH:4][CH:5]=[CH:6][CH:7]=1. (3) Given the reactants O[CH:2]=[C:3]1[C:11]2[C:6](=[CH:7][C:8]([C:12]([C:14]3[CH:15]=[C:16]([NH:20][C:21]([C:23]4[S:24][CH:25]=[CH:26][CH:27]=4)=[O:22])[CH:17]=[CH:18][CH:19]=3)=[O:13])=[CH:9][CH:10]=2)[NH:5][C:4]1=[O:28].[NH2:29][C:30]1[CH:35]=[CH:34][C:33]([N:36]2[CH2:41][CH2:40][O:39][CH2:38][CH2:37]2)=[CH:32][CH:31]=1, predict the reaction product. The product is: [N:36]1([C:33]2[CH:32]=[CH:31][C:30]([NH:29][CH:2]=[C:3]3[C:11]4[C:6](=[CH:7][C:8]([C:12]([C:14]5[CH:15]=[C:16]([NH:20][C:21]([C:23]6[S:24][CH:25]=[CH:26][CH:27]=6)=[O:22])[CH:17]=[CH:18][CH:19]=5)=[O:13])=[CH:9][CH:10]=4)[NH:5][C:4]3=[O:28])=[CH:35][CH:34]=2)[CH2:41][CH2:40][O:39][CH2:38][CH2:37]1. (4) Given the reactants [N:1]1[CH:5]=[C:4]([CH2:6][NH:7][CH:8]([CH3:10])[CH3:9])[NH:3][CH:2]=1.[F-].[CH2:12]([N+](CCCC)(CCCC)CCCC)[CH2:13][CH2:14]C.[O:29]1[CH2:33][CH2:32][CH2:31][CH2:30]1, predict the reaction product. The product is: [N:1]1[CH:5]=[C:4]([CH2:6][N:7]([CH:13]([CH3:14])[CH3:12])[C:8]2[CH:10]=[C:31]([CH2:30][OH:29])[CH:32]=[CH:33][CH:9]=2)[NH:3][CH:2]=1. (5) Given the reactants C([O:5][C:6](=[O:39])/[CH:7]=[CH:8]/[C:9]1[C:14](=[O:15])[N:13]2[CH:16]=[CH:17][C:18]([C:20]([NH:22][C:23]3[S:24][CH:25]=[C:26]([C:28]([CH3:31])([CH3:30])[CH3:29])[N:27]=3)=[O:21])=[CH:19][C:12]2=[N:11][C:10]=1[N:32]1[CH2:37][CH2:36][CH:35]([OH:38])[CH2:34][CH2:33]1)(C)(C)C, predict the reaction product. The product is: [C:28]([C:26]1[N:27]=[C:23]([NH:22][C:20]([C:18]2[CH:17]=[CH:16][N:13]3[C:14](=[O:15])[C:9](/[CH:8]=[CH:7]/[C:6]([OH:39])=[O:5])=[C:10]([N:32]4[CH2:33][CH2:34][CH:35]([OH:38])[CH2:36][CH2:37]4)[N:11]=[C:12]3[CH:19]=2)=[O:21])[S:24][CH:25]=1)([CH3:31])([CH3:29])[CH3:30]. (6) Given the reactants [Cl:1][C:2]1[CH:3]=[N:4][C:5]([CH3:12])=[C:6]([CH:11]=1)[C:7](OC)=[O:8].[H-].[H-].[H-].[H-].[Li+].[Al+3].O.[OH-].[Na+], predict the reaction product. The product is: [Cl:1][C:2]1[CH:11]=[C:6]([CH2:7][OH:8])[C:5]([CH3:12])=[N:4][CH:3]=1.